The task is: Predict the product of the given reaction.. This data is from Forward reaction prediction with 1.9M reactions from USPTO patents (1976-2016). (1) Given the reactants [CH2:1]([C:3]1[C:4](=[O:12])[N:5]=[C:6]2[C:11]=1[CH:10]=[CH:9][CH:8]=[CH:7]2)[CH3:2].[CH2:13]([Li])[CH2:14][CH2:15][CH3:16].CN(C)[CH2:20][CH2:21]N(C)C.I[CH2:27][CH3:28].[NH4+].[Cl-:30], predict the reaction product. The product is: [Cl:30][C:14]1[CH:15]=[C:16]([C:9]2[CH:10]=[C:11]3[C:6](=[CH:7][CH:8]=2)[NH:5][C:4](=[O:12])[C:3]3([CH2:20][CH3:21])[CH2:1][CH3:2])[CH:27]=[CH:28][CH:13]=1. (2) Given the reactants Cl[C:2]1[CH:9]=[CH:8][C:7]([N+:10]([O-])=O)=[CH:6][C:3]=1[C:4]#[N:5].[NH:13]([CH2:17][CH2:18][OH:19])[CH2:14][CH2:15][OH:16], predict the reaction product. The product is: [NH2:10][C:7]1[CH:8]=[CH:9][C:2]([N:13]([CH2:17][CH2:18][OH:19])[CH2:14][CH2:15][OH:16])=[C:3]([CH:6]=1)[C:4]#[N:5]. (3) Given the reactants [CH3:1][O:2][C:3](=[O:39])/[CH:4]=[CH:5]/[C:6]1[C:11]([CH2:12][N:13]([CH2:20][C:21]2[CH:26]=[C:25]([C:27]([F:30])([F:29])[F:28])[CH:24]=[C:23]([C:31]([F:34])([F:33])[F:32])[CH:22]=2)[C:14]2[N:15]=[N:16][N:17]([CH3:19])[N:18]=2)=[CH:10][C:9]([C:35]([F:38])([F:37])[F:36])=[CH:8][N:7]=1.[CH3:40][NH:41][CH3:42], predict the reaction product. The product is: [CH3:1][O:2][C:3](=[O:39])[CH2:4][CH:5]([C:6]1[C:11]([CH2:12][N:13]([CH2:20][C:21]2[CH:22]=[C:23]([C:31]([F:34])([F:32])[F:33])[CH:24]=[C:25]([C:27]([F:28])([F:29])[F:30])[CH:26]=2)[C:14]2[N:15]=[N:16][N:17]([CH3:19])[N:18]=2)=[CH:10][C:9]([C:35]([F:36])([F:38])[F:37])=[CH:8][N:7]=1)[N:41]([CH3:42])[CH3:40]. (4) Given the reactants [Br:1][C:2]1[N:7]=[CH:6][C:5]([NH2:8])=[C:4]([CH3:9])[CH:3]=1.CCN(C(C)C)C(C)C.[C:19](Cl)(=[O:24])[C:20]([CH3:23])([CH3:22])[CH3:21], predict the reaction product. The product is: [Br:1][C:2]1[N:7]=[CH:6][C:5]([NH:8][C:19](=[O:24])[C:20]([CH3:23])([CH3:22])[CH3:21])=[C:4]([CH3:9])[CH:3]=1. (5) Given the reactants [F:1][C:2]1[CH:3]=[C:4]([C@@H:12]2[CH2:14][O:13]2)[CH:5]=[CH:6][C:7]=1[C:8]([F:11])([F:10])[F:9].C[O-].[Na+].[OH2:18].[CH3:19]O, predict the reaction product. The product is: [F:1][C:2]1[CH:3]=[C:4]([C@@H:12]([OH:18])[CH2:14][O:13][CH3:19])[CH:5]=[CH:6][C:7]=1[C:8]([F:9])([F:10])[F:11]. (6) Given the reactants [C:1]([O:5][C:6]([N:8]1[CH2:13][CH2:12][CH:11]([CH:14]([C:16]2[N:20]3[N:21]=[CH:22][C:23](Cl)=[CH:24][C:19]3=[C:18]([C:26]([O:28][CH2:29][CH3:30])=[O:27])[C:17]=2[Cl:31])[CH3:15])[CH2:10][CH2:9]1)=[O:7])([CH3:4])([CH3:3])[CH3:2], predict the reaction product. The product is: [C:1]([O:5][C:6]([N:8]1[CH2:13][CH2:12][CH:11]([CH:14]([C:16]2[N:20]3[N:21]=[CH:22][CH:23]=[CH:24][C:19]3=[C:18]([C:26]([O:28][CH2:29][CH3:30])=[O:27])[C:17]=2[Cl:31])[CH3:15])[CH2:10][CH2:9]1)=[O:7])([CH3:4])([CH3:2])[CH3:3]. (7) Given the reactants [NH2:1][C@H:2]1[CH2:7][CH2:6][C@H:5]([C:8]([OH:10])=[O:9])[CH2:4][CH2:3]1.C([O-])([O-])=O.[K+].[K+].[CH:17]1[CH:22]=[CH:21][C:20]([CH2:23]Br)=[CH:19][CH:18]=1, predict the reaction product. The product is: [CH2:23]([N:1]([C@H:2]1[CH2:7][CH2:6][C@H:5]([C:8]([O:10][CH2:8][C:5]2[CH:6]=[CH:7][CH:2]=[CH:3][CH:4]=2)=[O:9])[CH2:4][CH2:3]1)[CH2:23][C:20]1[CH:21]=[CH:22][CH:17]=[CH:18][CH:19]=1)[C:20]1[CH:21]=[CH:22][CH:17]=[CH:18][CH:19]=1. (8) Given the reactants Cl.CN(C)CCCN=C=NCC.[C:13]([OH:21])(=O)[CH2:14][CH2:15][CH2:16][CH2:17][CH2:18][CH3:19].[N+:22]([C:25]1[CH:26]=[C:27]([CH:31]=[CH:32][CH:33]=1)[CH2:28][CH2:29][NH2:30])([O-:24])=[O:23].C(Cl)Cl, predict the reaction product. The product is: [N+:22]([C:25]1[CH:26]=[C:27]([CH2:28][CH2:29][NH:30][C:13](=[O:21])[CH2:14][CH2:15][CH2:16][CH2:17][CH2:18][CH3:19])[CH:31]=[CH:32][CH:33]=1)([O-:24])=[O:23]. (9) The product is: [CH2:1]([O:4][C:5]1[CH:22]=[CH:21][C:8]([C:9]([C:11]2[CH:16]=[CH:15][CH:14]=[CH:13][C:12]=2[OH:17])=[O:10])=[CH:7][CH:6]=1)[CH:2]=[CH2:3]. Given the reactants [CH2:1]([O:4][C:5]1[CH:22]=[CH:21][C:8]([C:9]([C:11]2[CH:16]=[CH:15][CH:14]=[CH:13][C:12]=2[O:17]COC)=[O:10])=[CH:7][CH:6]=1)[CH:2]=[CH2:3].Cl, predict the reaction product.